Task: Predict the reaction yield, written as a fraction of the theoretical maximum amount of product (1.0 means a 100% yield; for example, 0.34 means a 34% yield).. Dataset: Reaction yield outcomes from USPTO patents with 853,638 reactions (1) The reactants are [F:1][C:2]1[CH:3]=[C:4]([OH:9])[CH:5]=[C:6]([F:8])[CH:7]=1.[N+:10]([O-])([OH:12])=[O:11]. The catalyst is C(Cl)Cl. The product is [F:1][C:2]1[CH:3]=[C:4]([OH:9])[CH:5]=[C:6]([F:8])[C:7]=1[N+:10]([O-:12])=[O:11]. The yield is 0.430. (2) The reactants are [Br:1]Br.C1(P(C2C=CC=CC=2)C2C=CC=CC=2)C=CC=CC=1.N1C=CC=CC=1.[Cl:28][C:29]1[CH:30]=[C:31]([CH2:36][CH2:37][CH2:38]O)[CH:32]=[CH:33][C:34]=1[F:35]. The catalyst is C(Cl)Cl.CCCCCC. The product is [Br:1][CH2:38][CH2:37][CH2:36][C:31]1[CH:32]=[CH:33][C:34]([F:35])=[C:29]([Cl:28])[CH:30]=1. The yield is 0.930. (3) The reactants are [C:1]([O:5][C:6]([N:8]1[CH2:13][CH2:12][CH:11]([C:14]2[CH:19]=[CH:18][C:17]([NH2:20])=[C:16]([C:21]3[CH2:26][CH2:25][C:24]([CH3:28])([CH3:27])[CH2:23][CH:22]=3)[N:15]=2)[CH2:10][CH2:9]1)=[O:7])([CH3:4])([CH3:3])[CH3:2].[K+].[C:30]([C:32]1[N:33]=[C:34]([C:45]([O-])=[O:46])[N:35]([CH2:37][O:38][CH2:39][CH2:40][Si:41]([CH3:44])([CH3:43])[CH3:42])[CH:36]=1)#[N:31].C1CN([P+](Br)(N2CCCC2)N2CCCC2)CC1.F[P-](F)(F)(F)(F)F.CCN(C(C)C)C(C)C. The catalyst is C(Cl)Cl. The product is [C:1]([O:5][C:6]([N:8]1[CH2:9][CH2:10][CH:11]([C:14]2[CH:19]=[CH:18][C:17]([NH:20][C:45]([C:34]3[N:35]([CH2:37][O:38][CH2:39][CH2:40][Si:41]([CH3:44])([CH3:43])[CH3:42])[CH:36]=[C:32]([C:30]#[N:31])[N:33]=3)=[O:46])=[C:16]([C:21]3[CH2:26][CH2:25][C:24]([CH3:28])([CH3:27])[CH2:23][CH:22]=3)[N:15]=2)[CH2:12][CH2:13]1)=[O:7])([CH3:4])([CH3:2])[CH3:3]. The yield is 0.870. (4) The reactants are [Br:1][C:2]1[CH:3]=[C:4]([N:8]2[C:16]3[CH2:15][CH2:14][CH2:13][C:12](=[O:17])[C:11]=3[C:10]([C:18]([O:20][CH2:21][CH3:22])=[O:19])=[N:9]2)[CH:5]=[CH:6][CH:7]=1.[BH4-].[Na+]. No catalyst specified. The product is [Br:1][C:2]1[CH:3]=[C:4]([N:8]2[C:16]3[CH2:15][CH2:14][CH2:13][CH:12]([OH:17])[C:11]=3[C:10]([C:18]([O:20][CH2:21][CH3:22])=[O:19])=[N:9]2)[CH:5]=[CH:6][CH:7]=1. The yield is 0.500. (5) The reactants are [Cl:1][C:2]1[CH:27]=[CH:26][C:5]([CH2:6][N:7]2[C:15]3[C:10](=[CH:11][CH:12]=[CH:13][CH:14]=3)[C:9]([C:16]([C:18]3[NH:22][C:21]([C:23]([OH:25])=O)=[CH:20][N:19]=3)=[O:17])=[CH:8]2)=[CH:4][CH:3]=1.Cl.CN(C)CCCN=C=NCC.[NH:40]1[CH2:45][CH2:44][O:43][CH2:42][CH2:41]1. The catalyst is CN(C)C1C=CN=CC=1.C(Cl)Cl. The product is [Cl:1][C:2]1[CH:3]=[CH:4][C:5]([CH2:6][N:7]2[C:15]3[C:10](=[CH:11][CH:12]=[CH:13][CH:14]=3)[C:9]([C:16]([C:18]3[NH:22][C:21]([C:23]([N:40]4[CH2:45][CH2:44][O:43][CH2:42][CH2:41]4)=[O:25])=[CH:20][N:19]=3)=[O:17])=[CH:8]2)=[CH:26][CH:27]=1. The yield is 0.680. (6) The yield is 0.710. The catalyst is O. The reactants are Br[CH2:2][CH2:3][CH2:4][CH2:5][CH2:6][CH2:7][CH2:8][CH2:9][CH2:10][CH2:11][CH2:12][OH:13].NC(N)=[S:16].[OH-].[Na+].Cl. The product is [OH:13][CH2:12][CH2:11][CH2:10][CH2:9][CH2:8][CH2:7][CH2:6][CH2:5][CH2:4][CH2:3][CH2:2][SH:16]. (7) The reactants are N[C:2]1[S:3][C:4]([C:25]2[CH:30]=[CH:29][N:28]=[C:27]([Cl:31])[N:26]=2)=[C:5]([C:7]2[CH:8]=[C:9]([NH:13][S:14]([C:17]3[C:22]([F:23])=[CH:21][CH:20]=[CH:19][C:18]=3[F:24])(=[O:16])=[O:15])[CH:10]=[CH:11][CH:12]=2)[N:6]=1.C(ON=O)(C)(C)C. The catalyst is C1COCC1.CCOC(C)=O. The product is [Cl:31][C:27]1[N:26]=[C:25]([C:4]2[S:3][CH:2]=[N:6][C:5]=2[C:7]2[CH:8]=[C:9]([NH:13][S:14]([C:17]3[C:18]([F:24])=[CH:19][CH:20]=[CH:21][C:22]=3[F:23])(=[O:16])=[O:15])[CH:10]=[CH:11][CH:12]=2)[CH:30]=[CH:29][N:28]=1. The yield is 0.650. (8) The reactants are [N:1]([C:4]1[CH:17]=[CH:16][C:7]([C:8]([NH:10][CH2:11][C:12]([F:15])([F:14])[F:13])=[O:9])=[CH:6][CH:5]=1)=[N+:2]=[N-:3].O=[C:19]([CH2:26][CH2:27][CH3:28])[CH2:20][C:21]([O:23]CC)=[O:22].[O-]CC.[Na+]. The catalyst is C(O)C. The product is [CH2:26]([C:19]1[N:1]([C:4]2[CH:5]=[CH:6][C:7]([C:8]([NH:10][CH2:11][C:12]([F:14])([F:13])[F:15])=[O:9])=[CH:16][CH:17]=2)[N:2]=[N:3][C:20]=1[C:21]([OH:23])=[O:22])[CH2:27][CH3:28]. The yield is 1.00. (9) The catalyst is CCOCC.C1C=CC=CC=1. The product is [C:5]1([C:9]2[CH:18]=[C:17]([CH:16]=[CH:11][CH:10]=2)[C:22]([C:21]2[CH:25]=[CH:26][CH:27]=[CH:28][C:20]=2[C:19]([OH:24])=[O:29])=[O:23])[CH:6]=[CH:7][CH:8]=[CH:3][CH:4]=1. The reactants are [Mg].Br[C:3]1[CH:4]=[C:5]([C:9]2[CH:18]=[CH:17][C:16]3[C:11](=CC=CC=3)[CH:10]=2)[CH:6]=[CH:7][CH:8]=1.[C:19]1(=[O:29])[O:24][C:22](=[O:23])[C:21]2=[CH:25][CH:26]=[CH:27][CH:28]=[C:20]12.Cl. The yield is 0.690.